Dataset: Full USPTO retrosynthesis dataset with 1.9M reactions from patents (1976-2016). Task: Predict the reactants needed to synthesize the given product. Given the product [Cl:1][C:2]1[C:7]([CH2:8][O:9][C:10]2[C:18]3[N:17]=[C:16]([O:19][CH3:20])[N:15]([CH2:21][C:22]4[CH:27]=[CH:26][CH:25]=[CH:24][N:23]=4)[C:14]=3[CH:13]=[CH:12][CH:11]=2)=[C:6]([Cl:28])[CH:5]=[CH:4][C:3]=1[N:29]([CH3:46])[C:30](=[O:45])[CH2:31][NH:32][C:33]([CH:35]1[CH2:39][CH2:38][N:37]([CH:40]2[CH2:44][CH2:43][N:42]([C:49]([NH:48][CH3:47])=[O:50])[CH2:41]2)[CH2:36]1)=[O:34], predict the reactants needed to synthesize it. The reactants are: [Cl:1][C:2]1[C:7]([CH2:8][O:9][C:10]2[C:18]3[N:17]=[C:16]([O:19][CH3:20])[N:15]([CH2:21][C:22]4[CH:27]=[CH:26][CH:25]=[CH:24][N:23]=4)[C:14]=3[CH:13]=[CH:12][CH:11]=2)=[C:6]([Cl:28])[CH:5]=[CH:4][C:3]=1[N:29]([CH3:46])[C:30](=[O:45])[CH2:31][NH:32][C:33]([CH:35]1[CH2:39][CH2:38][N:37]([CH:40]2[CH2:44][CH2:43][NH:42][CH2:41]2)[CH2:36]1)=[O:34].[CH3:47][N:48]=[C:49]=[O:50].